The task is: Predict the product of the given reaction.. This data is from Forward reaction prediction with 1.9M reactions from USPTO patents (1976-2016). (1) The product is: [CH2:11]([NH:13][C:2]1[CH:7]=[CH:6][C:5]([N+:8]([O-:10])=[O:9])=[CH:4][N:3]=1)[CH3:12]. Given the reactants Cl[C:2]1[CH:7]=[CH:6][C:5]([N+:8]([O-:10])=[O:9])=[CH:4][N:3]=1.[CH2:11]([NH2:13])[CH3:12].C(OCC)(=O)C, predict the reaction product. (2) Given the reactants I[C:2]1[NH:6][C:5]([C@@H:7]2[CH2:11][CH2:10][CH2:9][N:8]2[C:12]([O:14][C:15]([CH3:18])([CH3:17])[CH3:16])=[O:13])=[N:4][CH:3]=1.[C:19]([C:21]1[CH:26]=[CH:25][C:24]([B:27]([OH:29])[OH:28])=[CH:23][CH:22]=1)#[CH:20].C(N(CC)CC)C, predict the reaction product. The product is: [C:15]([O:14][C:12]([N:8]1[CH2:9][CH2:10][CH2:11][C@H:7]1[C:5]1[NH:6][C:2]([C:20]#[C:19][C:21]2[CH:22]=[CH:23][C:24]([B:27]([OH:29])[OH:28])=[CH:25][CH:26]=2)=[CH:3][N:4]=1)=[O:13])([CH3:18])([CH3:17])[CH3:16]. (3) Given the reactants Br[CH2:2][C:3]1[CH:4]=[C:5]([CH:10]=[C:11]([CH2:13]Br)[CH:12]=1)[C:6]([O:8][CH3:9])=[O:7].[P:15]([O:32][CH2:33][C:34]1[CH:39]=[CH:38][CH:37]=[CH:36][CH:35]=1)([O:24]CC1C=CC=CC=1)[O:16][CH2:17][C:18]1[CH:23]=[CH:22][CH:21]=[CH:20][CH:19]=1.[CH2:40](Br)[C:41]1[CH:46]=[CH:45][CH:44]=[CH:43][CH:42]=1, predict the reaction product. The product is: [CH3:9][O:8][C:6]([C:5]1[CH:4]=[C:3]([CH3:2])[C:12]([P:15]([O:16][CH2:17][C:18]2[CH:19]=[CH:20][CH:21]=[CH:22][CH:23]=2)(=[O:24])[O:32][CH2:40][C:41]2[CH:46]=[CH:45][CH:44]=[CH:43][CH:42]=2)=[C:11]([CH3:13])[C:10]=1[P:15]([O:16][CH2:17][C:18]1[CH:19]=[CH:20][CH:21]=[CH:22][CH:23]=1)(=[O:24])[O:32][CH2:33][C:34]1[CH:35]=[CH:36][CH:37]=[CH:38][CH:39]=1)=[O:7]. (4) Given the reactants [CH3:1][N:2]1[CH:6]=[CH:5][C:4]([NH:7][C:8]([C:10]2[C:15]([NH:16][C:17]3[CH:18]=N[CH:20]=[CH:21][CH:22]=3)=[CH:14][CH:13]=[C:12]([CH3:23])[N:11]=2)=[O:9])=[N:3]1.Br[C:25]1C=CC=CC=1, predict the reaction product. The product is: [CH3:1][N:2]1[CH:6]=[CH:5][C:4]([NH:7][C:8]([C:10]2[C:15]([NH:16][C:17]3[CH:22]=[CH:21][CH:20]=[CH:25][CH:18]=3)=[CH:14][CH:13]=[C:12]([CH3:23])[N:11]=2)=[O:9])=[N:3]1. (5) Given the reactants C(O[C:6](=O)[NH:7][CH2:8][CH2:9][CH2:10][NH:11][CH2:12][CH2:13][OH:14])(C)(C)C.O, predict the reaction product. The product is: [CH3:6][NH:7][CH2:8][CH2:9][CH2:10][NH:11][CH2:12][CH2:13][OH:14]. (6) Given the reactants [CH2:1]([O:8][C:9]1[C:10]([NH:16][C:17]([NH2:19])=[S:18])=[N:11][CH:12]=[C:13]([Br:15])[CH:14]=1)[C:2]1[CH:7]=[CH:6][CH:5]=[CH:4][CH:3]=1.[Cl:20][CH:21]([CH3:25])[C:22](=O)[CH3:23].C(N(CC)CC)C, predict the reaction product. The product is: [ClH:20].[CH2:1]([O:8][C:9]1[C:10]([NH:16][C:17]2[S:18][C:21]([CH3:25])=[C:22]([CH3:23])[N:19]=2)=[N:11][CH:12]=[C:13]([Br:15])[CH:14]=1)[C:2]1[CH:7]=[CH:6][CH:5]=[CH:4][CH:3]=1.